From a dataset of Full USPTO retrosynthesis dataset with 1.9M reactions from patents (1976-2016). Predict the reactants needed to synthesize the given product. (1) Given the product [Si:13]([O:12][C:9]1[CH:10]=[CH:11][C:2]([I:1])=[C:3]2[C:8]=1[N:7]=[CH:6][CH:5]=[CH:4]2)([C:16]([CH3:19])([CH3:18])[CH3:17])([CH3:15])[CH3:14], predict the reactants needed to synthesize it. The reactants are: [I:1][C:2]1[CH:11]=[CH:10][C:9]([OH:12])=[C:8]2[C:3]=1[CH:4]=[CH:5][CH:6]=[N:7]2.[Si:13](Cl)([C:16]([CH3:19])([CH3:18])[CH3:17])([CH3:15])[CH3:14].N1C=CN=C1.O. (2) Given the product [CH3:8][C:7]1[CH:6]=[CH:5][C:4]([CH2:9][OH:10])=[CH:3][C:2]=1[B:11]1[O:15][C:14]([CH3:17])([CH3:16])[C:13]([CH3:19])([CH3:18])[O:12]1, predict the reactants needed to synthesize it. The reactants are: Br[C:2]1[CH:3]=[C:4]([CH2:9][OH:10])[CH:5]=[CH:6][C:7]=1[CH3:8].[B:11]1([B:11]2[O:15][C:14]([CH3:17])([CH3:16])[C:13]([CH3:19])([CH3:18])[O:12]2)[O:15][C:14]([CH3:17])([CH3:16])[C:13]([CH3:19])([CH3:18])[O:12]1.C([O-])(=O)C.[K+].C(Cl)Cl. (3) The reactants are: Br[C:2]1[CH:3]=[CH:4][CH:5]=[C:6]2[C:10]=1[C:9]([CH2:12][C:13]1[CH:18]=[C:17]([O:19][CH3:20])[CH:16]=[C:15]([O:21][CH3:22])[CH:14]=1)([OH:11])[CH2:8][CH2:7]2.[Si:23]([O:30]C1C=CC=C2C=1C(=O)CC2)([C:26]([CH3:29])([CH3:28])[CH3:27])([CH3:25])[CH3:24].COC1C=C(C=C(OC)C=1)C[Mg]Br. Given the product [Si:23]([O:30][C:2]1[CH:3]=[CH:4][CH:5]=[C:6]2[C:10]=1[C:9]([CH2:12][C:13]1[CH:18]=[C:17]([O:19][CH3:20])[CH:16]=[C:15]([O:21][CH3:22])[CH:14]=1)([OH:11])[CH2:8][CH2:7]2)([C:26]([CH3:29])([CH3:28])[CH3:27])([CH3:25])[CH3:24], predict the reactants needed to synthesize it.